Dataset: Full USPTO retrosynthesis dataset with 1.9M reactions from patents (1976-2016). Task: Predict the reactants needed to synthesize the given product. (1) Given the product [Cl:1][C:2]1[CH:3]=[CH:4][C:5]([O:21][C:22]2[CH:27]=[CH:26][C:25]([F:28])=[CH:24][CH:23]=2)=[C:6]([CH:20]=1)[C:7]([NH:9][CH2:10][C:11]1[CH:19]=[CH:18][C:14]([C:15]2[N:30]=[N:31][NH:32][N:33]=2)=[CH:13][CH:12]=1)=[O:8], predict the reactants needed to synthesize it. The reactants are: [Cl:1][C:2]1[CH:3]=[CH:4][C:5]([O:21][C:22]2[CH:27]=[CH:26][C:25]([F:28])=[CH:24][CH:23]=2)=[C:6]([CH:20]=1)[C:7]([NH:9][CH2:10][C:11]1[CH:19]=[CH:18][C:14]([C:15](O)=O)=[CH:13][CH:12]=1)=[O:8].Cl.[N:30]1[NH:31][N:32]=[N:33]C=1C1C=CC(CN)=CC=1. (2) Given the product [F:7][C:8]1[CH:23]=[CH:22][CH:21]=[CH:20][C:9]=1[CH2:10][O:11][C:12]1[CH:19]=[CH:18][C:15]([CH2:16][NH2:17])=[CH:14][CH:13]=1, predict the reactants needed to synthesize it. The reactants are: [H-].[H-].[H-].[H-].[Li+].[Al+3].[F:7][C:8]1[CH:23]=[CH:22][CH:21]=[CH:20][C:9]=1[CH2:10][O:11][C:12]1[CH:19]=[CH:18][C:15]([C:16]#[N:17])=[CH:14][CH:13]=1.O.[OH-].[Na+]. (3) Given the product [ClH:17].[NH2:1][C:2]1[C:11]2[C:6](=[CH:7][C:8]([CH2:12][NH2:13])=[CH:9][CH:10]=2)[CH:5]=[C:4]([CH3:14])[N:3]=1, predict the reactants needed to synthesize it. The reactants are: [NH2:1][C:2]1[C:11]2[C:6](=[CH:7][C:8]([C:12]#[N:13])=[CH:9][CH:10]=2)[CH:5]=[C:4]([CH3:14])[N:3]=1.CO.[ClH:17]. (4) Given the product [CH3:37][S:38]([OH:41])(=[O:40])=[O:39].[F:1][C:2]1[CH:7]=[CH:6][CH:5]=[C:4]([F:8])[C:3]=1[C:9]1[NH:13][C:12]([C:14]2[N:19]=[C:18]3[N:20]([C@H:24]([CH3:29])[C:25]([CH3:28])([CH3:27])[CH3:26])[C:21]([NH2:23])=[N:22][C:17]3=[CH:16][CH:15]=2)=[C:11]([C:30]2[CH:31]=[CH:32][C:33]([F:36])=[CH:34][CH:35]=2)[N:10]=1, predict the reactants needed to synthesize it. The reactants are: [F:1][C:2]1[CH:7]=[CH:6][CH:5]=[C:4]([F:8])[C:3]=1[C:9]1[NH:13][C:12]([C:14]2[N:19]=[C:18]3[N:20]([C@H:24]([CH3:29])[C:25]([CH3:28])([CH3:27])[CH3:26])[C:21]([NH2:23])=[N:22][C:17]3=[CH:16][CH:15]=2)=[C:11]([C:30]2[CH:35]=[CH:34][C:33]([F:36])=[CH:32][CH:31]=2)[N:10]=1.[CH3:37][S:38]([OH:41])(=[O:40])=[O:39].